This data is from Full USPTO retrosynthesis dataset with 1.9M reactions from patents (1976-2016). The task is: Predict the reactants needed to synthesize the given product. (1) Given the product [P:1]([O-:5])([O-:4])([O-:3])=[O:2].[Ca+2:7].[P:11]([O-:14])([O-:13])([O-:12])=[O:10].[Ca+2:7].[Ca+2:7], predict the reactants needed to synthesize it. The reactants are: [P:1](=[O:5])([OH:4])([OH:3])[OH:2].[OH-].[Ca+2:7].[OH-].[OH-].[O-:10][P:11]([O-:14])([O-:13])=[O:12].[O-:10][P:11]([O-:14])([O-:13])=[O:12].[O-:10][P:11]([O-:14])([O-:13])=[O:12].[Ca+2].[Ca+2].[Ca+2].[Ca+2].[Ca+2].C(O)COCCOCCO. (2) Given the product [Cl:2][C:3]1[CH:11]=[C:10]2[C:6]([C:7]([CH2:18][CH:19]([CH3:21])[CH3:20])=[CH:8][N:9]2[C:12]2[S:13][CH:14]=[C:15]([NH:17][C:30](=[O:37])[C:31]3[CH:36]=[CH:35][CH:34]=[N:33][CH:32]=3)[N:16]=2)=[CH:5][CH:4]=1, predict the reactants needed to synthesize it. The reactants are: Cl.[Cl:2][C:3]1[CH:11]=[C:10]2[C:6]([C:7]([CH2:18][CH:19]([CH3:21])[CH3:20])=[CH:8][N:9]2[C:12]2[S:13][CH:14]=[C:15]([NH2:17])[N:16]=2)=[CH:5][CH:4]=1.C(N(CC)CC)C.Cl.[C:30](Cl)(=[O:37])[C:31]1[CH:36]=[CH:35][CH:34]=[N:33][CH:32]=1. (3) Given the product [C:42]([O:41][C:40]([NH:39][C:29]1[O:30][C:31]2[C:32](=[N:33][CH:34]=[C:35]([CH2:37][CH3:38])[CH:36]=2)[C:28]=1[C:26]([NH:25][C:20]1[CH:21]=[N:22][CH:23]=[CH:24][C:19]=1[N:11]1[CH2:12][C@H:13]([C:15]([F:17])([F:18])[F:16])[CH2:14][C@H:9]([NH:8][C:6](=[O:7])[O:5][C:1]([CH3:4])([CH3:3])[CH3:2])[CH2:10]1)=[O:27])=[O:46])([CH3:45])([CH3:43])[CH3:44], predict the reactants needed to synthesize it. The reactants are: [C:1]([O:5][C:6]([NH:8][C@H:9]1[CH2:14][C@@H:13]([C:15]([F:18])([F:17])[F:16])[CH2:12][N:11]([C:19]2[CH:24]=[CH:23][N:22]=[CH:21][C:20]=2[NH:25][C:26]([C:28]2[C:32]3=[N:33][CH:34]=[C:35]([CH:37]=[CH2:38])[CH:36]=[C:31]3[O:30][C:29]=2[NH:39][C:40](=[O:46])[O:41][C:42]([CH3:45])([CH3:44])[CH3:43])=[O:27])[CH2:10]1)=[O:7])([CH3:4])([CH3:3])[CH3:2].